From a dataset of Full USPTO retrosynthesis dataset with 1.9M reactions from patents (1976-2016). Predict the reactants needed to synthesize the given product. (1) Given the product [I:25][C:10]1[CH:9]=[CH:8][C:3]([C:4]([O:6][CH3:7])=[O:5])=[C:2]([CH3:1])[CH:11]=1, predict the reactants needed to synthesize it. The reactants are: [CH3:1][C:2]1[CH:11]=[C:10]([Sn](CCCC)(CCCC)CCCC)[CH:9]=[CH:8][C:3]=1[C:4]([O:6][CH3:7])=[O:5].[I:25]I. (2) Given the product [CH3:5][O:4][C:2](=[O:3])[NH:6][CH2:7][C@@H:8]1[O:12][C:11](=[O:13])[N:10]([C:14]2[CH:15]=[C:16]3[C:20](=[C:21]([F:23])[CH:22]=2)[N:19]([CH2:24][CH3:25])[C:18](=[O:26])[CH2:17]3)[CH2:9]1, predict the reactants needed to synthesize it. The reactants are: Cl[C:2]([O:4][CH3:5])=[O:3].[NH2:6][CH2:7][C@H:8]1[O:12][C:11](=[O:13])[N:10]([C:14]2[CH:15]=[C:16]3[C:20](=[C:21]([F:23])[CH:22]=2)[N:19]([CH2:24][CH3:25])[C:18](=[O:26])[CH2:17]3)[CH2:9]1.C(N(C(C)C)CC)(C)C. (3) The reactants are: FC(F)(F)C1C=C(NC(=O)NC2C=CC(C3SC(CCC(OC)=O)=NC=3)=CC=2)C=CC=1.[CH3:32][C:33]1[O:37][C:36]([CH2:38][CH:39]2[CH2:44][CH2:43][CH:42]([C:45]3[S:46][C:47]([C:50]4[CH:56]=[CH:55][C:53]([NH2:54])=[CH:52][CH:51]=4)=[CH:48][N:49]=3)[CH2:41][CH2:40]2)=[N:35][N:34]=1.[F:57][C:58]1[CH:63]=[C:62]([F:64])[CH:61]=[C:60]([F:65])[C:59]=1[N:66]=[C:67]=[O:68]. Given the product [CH3:32][C:33]1[O:37][C:36]([CH2:38][CH:39]2[CH2:44][CH2:43][CH:42]([C:45]3[S:46][C:47]([C:50]4[CH:51]=[CH:52][C:53]([NH:54][C:67]([NH:66][C:59]5[C:60]([F:65])=[CH:61][C:62]([F:64])=[CH:63][C:58]=5[F:57])=[O:68])=[CH:55][CH:56]=4)=[CH:48][N:49]=3)[CH2:41][CH2:40]2)=[N:35][N:34]=1, predict the reactants needed to synthesize it. (4) Given the product [Cl:1][C:2]1[CH:28]=[CH:27][CH:26]=[CH:25][C:3]=1[CH2:4][NH:5][C:6]([C:8]1[C:15](=[O:16])[N:11]2[CH2:12][CH2:13][CH2:14][N:10]2[C:9]=1[C:17]1[CH:22]=[CH:21][N:20]=[C:19]([S:31]([CH3:43])(=[O:33])=[O:30])[N:18]=1)=[O:7], predict the reactants needed to synthesize it. The reactants are: [Cl:1][C:2]1[CH:28]=[CH:27][CH:26]=[CH:25][C:3]=1[CH2:4][NH:5][C:6]([C:8]1[C:15](=[O:16])[N:11]2[CH2:12][CH2:13][CH2:14][N:10]2[C:9]=1[C:17]1[CH:22]=[CH:21][N:20]=[C:19](SC)[N:18]=1)=[O:7].O[O:30][S:31]([O-:33])=O.[K+].S([O-])(O[O-])(=O)=O.[K+].[K+].[C:43]([O-])(O)=O.[Na+]. (5) The reactants are: Cl[S:2]([C:5]1[CH:14]=[CH:13][C:12]2[NH:11][C:10](=[O:15])[C:9]3[NH:16][CH:17]=[C:18]([C:19]([OH:21])=[O:20])[C:8]=3[C:7]=2[CH:6]=1)(=[O:4])=[O:3].S(Cl)(Cl)=O.[NH3:26]. Given the product [O:15]=[C:10]1[C:9]2[NH:16][CH:17]=[CH:18][C:8]=2[C:7]2[CH:6]=[C:5]([S:2](=[O:4])(=[O:3])[NH2:26])[CH:14]=[CH:13][C:12]=2[NH:11]1.[CH2:18]([C:19]([O-:21])=[O:20])[CH3:17], predict the reactants needed to synthesize it. (6) Given the product [CH:1]1([CH2:4][N:5]2[CH:9]=[CH:8][N:7]=[C:6]2[I:15])[CH2:3][CH2:2]1, predict the reactants needed to synthesize it. The reactants are: [CH:1]1([CH2:4][N:5]2[CH:9]=[CH:8][N:7]=[CH:6]2)[CH2:3][CH2:2]1.[Li]CCCC.[I:15]I. (7) Given the product [CH3:1][O:2][C:3]([C:5]1[N:6]=[C:7]([NH:10][C:11](=[O:34])[C@@H:12]([N:20]2[C:21](=[O:33])[CH:22]([C:23]3[CH:28]=[CH:27][C:26]([O:29][CH3:30])=[C:25]([F:31])[CH:24]=3)[NH:32][C:45]2=[O:44])[CH2:13][C:14]2[CH:19]=[CH:18][CH:17]=[CH:16][CH:15]=2)[S:8][CH:9]=1)=[O:4], predict the reactants needed to synthesize it. The reactants are: [CH3:1][O:2][C:3]([C:5]1[N:6]=[C:7]([NH:10][C:11](=[O:34])[C@@H:12]([NH:20][C:21](=[O:33])[CH:22]([NH2:32])[C:23]2[CH:28]=[CH:27][C:26]([O:29][CH3:30])=[C:25]([F:31])[CH:24]=2)[CH2:13][C:14]2[CH:19]=[CH:18][CH:17]=[CH:16][CH:15]=2)[S:8][CH:9]=1)=[O:4].C(N(C(C)C)CC)(C)C.[O:44]=[C:45](Cl)OC(Cl)(Cl)Cl.